This data is from Catalyst prediction with 721,799 reactions and 888 catalyst types from USPTO. The task is: Predict which catalyst facilitates the given reaction. (1) Reactant: [Si]([O:8][C@H:9]([C:23]1[CH:32]=[CH:31][C:30]([OH:33])=[C:29]2[C:24]=1[CH:25]=[CH:26][C:27](=[O:34])[NH:28]2)[CH2:10][NH:11][CH:12]1[CH2:17][CH2:16][N:15]([CH2:18][CH2:19][C:20]([OH:22])=O)[CH2:14][CH2:13]1)(C(C)(C)C)(C)C.CN(C(ON1N=NC2C=CC=NC1=2)=[N+](C)C)C.F[P-](F)(F)(F)(F)F.C(N(CC)CC)C.[C:66]12([NH2:76])[CH2:75][CH:70]3[CH2:71][CH:72]([CH2:74][CH:68]([CH2:69]3)[CH2:67]1)[CH2:73]2. Product: [C:66]12([NH:76][C:20](=[O:22])[CH2:19][CH2:18][N:15]3[CH2:14][CH2:13][CH:12]([NH:11][CH2:10][C@H:9]([OH:8])[C:23]4[CH:32]=[CH:31][C:30]([OH:33])=[C:29]5[C:24]=4[CH:25]=[CH:26][C:27](=[O:34])[NH:28]5)[CH2:17][CH2:16]3)[CH2:73][CH:72]3[CH2:71][CH:70]([CH2:69][CH:68]([CH2:74]3)[CH2:67]1)[CH2:75]2. The catalyst class is: 3. (2) Reactant: [CH2:1]([N:8]([C:20]1[C:25]([Cl:26])=[CH:24][C:23]([C:27]([F:30])([F:29])[F:28])=[CH:22][N:21]=1)[S:9]([C:12]1[CH:13]=[N:14][C:15]([O:18]C)=[CH:16][CH:17]=1)(=[O:11])=[O:10])[C:2]1[CH:7]=[CH:6][CH:5]=[CH:4][CH:3]=1.Cl. Product: [CH2:1]([N:8]([C:20]1[C:25]([Cl:26])=[CH:24][C:23]([C:27]([F:30])([F:28])[F:29])=[CH:22][N:21]=1)[S:9]([C:12]1[CH:13]=[N:14][C:15]([OH:18])=[CH:16][CH:17]=1)(=[O:10])=[O:11])[C:2]1[CH:7]=[CH:6][CH:5]=[CH:4][CH:3]=1. The catalyst class is: 12. (3) Reactant: [Cl:1][C:2]1[C:7]([Cl:8])=[C:6]([C:9]([OH:18])([C:14]([F:17])([F:16])[F:15])[C:10]([F:13])([F:12])[F:11])[CH:5]=[CH:4][C:3]=1[C:19]1[S:23][C:22]([C:24](=[O:31])[NH:25][CH2:26][C:27]([OH:30])([CH3:29])[CH3:28])=[N:21][C:20]=1[C:32]([OH:34])=O.Cl.[CH:36]12[NH:42][CH:39]([CH2:40][CH2:41]1)[CH2:38][CH2:37]2.CCN(C(C)C)C(C)C.CN(C(ON1N=NC2C=CC=NC1=2)=[N+](C)C)C.F[P-](F)(F)(F)(F)F. Product: [CH:39]12[N:42]([C:32]([C:20]3[N:21]=[C:22]([C:24]([NH:25][CH2:26][C:27]([OH:30])([CH3:29])[CH3:28])=[O:31])[S:23][C:19]=3[C:3]3[CH:4]=[CH:5][C:6]([C:9]([OH:18])([C:10]([F:13])([F:12])[F:11])[C:14]([F:15])([F:16])[F:17])=[C:7]([Cl:8])[C:2]=3[Cl:1])=[O:34])[CH:36]([CH2:41][CH2:40]1)[CH2:37][CH2:38]2. The catalyst class is: 3. (4) Reactant: [CH3:1][O:2][C:3]1[C:16]([O:17][CH3:18])=[CH:15][CH:14]=[CH:13][C:4]=1[C:5]([C:7]1[CH:12]=[CH:11][N:10]=[CH:9][CH:8]=1)=[O:6]. Product: [OH:6][CH:5]([CH:7]1[CH2:8][CH2:9][NH:10][CH2:11][CH2:12]1)[C:4]1[CH:13]=[CH:14][CH:15]=[C:16]([O:17][CH3:18])[C:3]=1[O:2][CH3:1]. The catalyst class is: 847. (5) Reactant: [F:1][C:2]1[CH:7]=[CH:6][C:5]([C@H:8]2[CH2:12][O:11][C:10](=[O:13])[NH:9]2)=[CH:4][CH:3]=1.[H-].[Na+].[Br:16][C:17]1[CH:18]=[N:19][N:20]2[CH:25]=[CH:24][C:23](Cl)=[N:22][C:21]=12.O. Product: [Br:16][C:17]1[CH:18]=[N:19][N:20]2[CH:25]=[CH:24][C:23]([N:9]3[C@@H:8]([C:5]4[CH:4]=[CH:3][C:2]([F:1])=[CH:7][CH:6]=4)[CH2:12][O:11][C:10]3=[O:13])=[N:22][C:21]=12. The catalyst class is: 3. (6) Reactant: [CH3:1][C:2]1[S:6][C:5]([C:7]2[CH:12]=[CH:11][CH:10]=[CH:9][CH:8]=2)=[N:4][C:3]=1[CH2:13][CH2:14][O:15][C:16]1[CH:20]=[C:19]([CH2:21][O:22][C:23]2[CH:28]=[CH:27][CH:26]=[CH:25][C:24]=2[CH2:29][C:30]([O:32]C)=[O:31])[O:18][N:17]=1.O1CCCC1.[OH-].[Na+].Cl. Product: [CH3:1][C:2]1[S:6][C:5]([C:7]2[CH:12]=[CH:11][CH:10]=[CH:9][CH:8]=2)=[N:4][C:3]=1[CH2:13][CH2:14][O:15][C:16]1[CH:20]=[C:19]([CH2:21][O:22][C:23]2[CH:28]=[CH:27][CH:26]=[CH:25][C:24]=2[CH2:29][C:30]([OH:32])=[O:31])[O:18][N:17]=1. The catalyst class is: 72. (7) Reactant: [NH2:1][C@@H:2]1[CH2:7][CH2:6][CH2:5][CH2:4][C@H:3]1[CH2:8][NH:9][C:10]1[C:15]([F:16])=[CH:14][N:13]=[C:12]([C:17]2[C:25]3[C:20](=[N:21][CH:22]=[C:23]([Cl:26])[CH:24]=3)[N:19](S(C3C=CC(C)=CC=3)(=O)=O)[CH:18]=2)[N:11]=1.CCN(C(C)C)C(C)C.[CH3:46][O:47][CH2:48][C:49](Cl)=[O:50]. Product: [Cl:26][C:23]1[CH:24]=[C:25]2[C:17]([C:12]3[N:11]=[C:10]([NH:9][CH2:8][C@@H:3]4[CH2:4][CH2:5][CH2:6][CH2:7][C@H:2]4[NH:1][C:49](=[O:50])[CH2:48][O:47][CH3:46])[C:15]([F:16])=[CH:14][N:13]=3)=[CH:18][NH:19][C:20]2=[N:21][CH:22]=1. The catalyst class is: 2.